Dataset: Catalyst prediction with 721,799 reactions and 888 catalyst types from USPTO. Task: Predict which catalyst facilitates the given reaction. (1) Reactant: Br[C:2]1[CH:7]=[CH:6][C:5]([OH:8])=[CH:4][C:3]=1[F:9].[CH3:10][C:11]1[CH:12]=[N:13][NH:14][CH:15]=1.N1C=CC=CC=1C(O)=O.C(=O)([O-])[O-].[Cs+].[Cs+]. Product: [F:9][C:3]1[CH:4]=[C:5]([OH:8])[CH:6]=[CH:7][C:2]=1[N:13]1[CH:12]=[C:11]([CH3:10])[CH:15]=[N:14]1. The catalyst class is: 122. (2) Reactant: C[Si](C)(C)[C:3]#[C:4][C:5]1[CH:10]=[CH:9][C:8]([O:11][C:12]([F:15])([F:14])[F:13])=[CH:7][CH:6]=1.CCCC[N+](CCCC)(CCCC)CCCC.[F-]. Product: [C:4]([C:5]1[CH:6]=[CH:7][C:8]([O:11][C:12]([F:13])([F:14])[F:15])=[CH:9][CH:10]=1)#[CH:3]. The catalyst class is: 1. (3) Reactant: [Br:1][C:2]1[CH2:6][CH:5]([C:7]([O:9][CH2:10][CH3:11])=[O:8])[N:4]([C:12]2[C:17]([Cl:18])=[CH:16][CH:15]=[CH:14][N:13]=2)[N:3]=1.S(OOS([O-])(=O)=O)([O-])(=O)=O.[K+].[K+].S(=O)(=O)(O)O. Product: [Br:1][C:2]1[CH:6]=[C:5]([C:7]([O:9][CH2:10][CH3:11])=[O:8])[N:4]([C:12]2[C:17]([Cl:18])=[CH:16][CH:15]=[CH:14][N:13]=2)[N:3]=1. The catalyst class is: 10. (4) Reactant: [CH:1]1([N:6]2[C:10]3[N:11]=[C:12]([S:15][CH3:16])[N:13]=[CH:14][C:9]=3[CH:8]=[C:7]2[CH:17]=[O:18])[CH2:5][CH2:4][CH2:3][CH2:2]1.[Cl:19]N1C(=O)CCC1=O.O.C(=O)(O)[O-]. Product: [Cl:19][C:8]1[C:9]2[CH:14]=[N:13][C:12]([S:15][CH3:16])=[N:11][C:10]=2[N:6]([CH:1]2[CH2:2][CH2:3][CH2:4][CH2:5]2)[C:7]=1[CH:17]=[O:18]. The catalyst class is: 3. (5) Reactant: [C:1]([N:5]([C:14]1[CH:33]=[CH:32][C:17]([C:18]([NH:20][C:21]2[CH:30]=[CH:29][C:28]([OH:31])=[C:27]3[C:22]=2[CH:23]=[CH:24][CH:25]=[N:26]3)=[O:19])=[CH:16][CH:15]=1)[O:6][Si](C(C)(C)C)(C)C)([CH3:4])([CH3:3])[CH3:2].[F-].C([N+](CCCC)(CCCC)CCCC)CCC.O.[NH4+].[Cl-]. Product: [C:1]([N:5]([C:14]1[CH:33]=[CH:32][C:17]([C:18]([NH:20][C:21]2[CH:30]=[CH:29][C:28]([OH:31])=[C:27]3[C:22]=2[CH:23]=[CH:24][CH:25]=[N:26]3)=[O:19])=[CH:16][CH:15]=1)[OH:6])([CH3:4])([CH3:2])[CH3:3]. The catalyst class is: 56. (6) Reactant: [Br:1][C:2]1[CH:9]=[CH:8][C:5]([CH:6]=[O:7])=[C:4](F)[CH:3]=1.[Cl:11][C:12]1[CH:17]=[CH:16][C:15]([OH:18])=[C:14]([CH3:19])[C:13]=1[CH3:20].C([O-])([O-])=O.[K+].[K+]. Product: [Br:1][C:2]1[CH:9]=[CH:8][C:5]([CH:6]=[O:7])=[C:4]([O:18][C:15]2[CH:16]=[CH:17][C:12]([Cl:11])=[C:13]([CH3:20])[C:14]=2[CH3:19])[CH:3]=1. The catalyst class is: 10. (7) Reactant: C1C(=O)N([Br:8])C(=O)C1.[NH2:9][C:10]1[CH:15]=[CH:14][C:13]([C:16]2[S:20][C:19]([NH:21][C:22](=[O:24])[CH3:23])=[N:18][C:17]=2[CH3:25])=[CH:12][CH:11]=1. Product: [NH2:9][C:10]1[CH:11]=[CH:12][C:13]([C:16]2[S:20][C:19]([NH:21][C:22](=[O:24])[CH3:23])=[N:18][C:17]=2[CH3:25])=[CH:14][C:15]=1[Br:8]. The catalyst class is: 58. (8) Reactant: [CH3:1][C:2]([CH2:15][C:16]1[CH:21]=[CH:20][C:19]([N+:22]([O-:24])=[O:23])=[CH:18][CH:17]=1)([C:9]([O:11]C(C)C)=[O:10])[C:3]([O:5]C(C)C)=[O:4].O1CCOCC1.O.[OH-].[Li+].Cl. Product: [CH3:1][C:2]([CH2:15][C:16]1[CH:17]=[CH:18][C:19]([N+:22]([O-:24])=[O:23])=[CH:20][CH:21]=1)([C:9]([OH:11])=[O:10])[C:3]([OH:5])=[O:4]. The catalyst class is: 84. (9) Reactant: [OH:1][C:2]1[C:3]([C:30]([NH:32][CH2:33][C:34]([OH:36])=[O:35])=[O:31])=[N:4][C:5]([CH2:9][CH:10]2[CH2:15][CH2:14][N:13]([C:16]3[CH:21]=[CH:20][C:19]([C:22]4[CH:27]=[CH:26][C:25]([CH2:28][OH:29])=[CH:24][CH:23]=4)=[CH:18][CH:17]=3)[CH2:12][CH2:11]2)=[N:6][C:7]=1[CH3:8].[C:37](OC(=O)C)(=[O:39])[CH3:38].C(N(CC)CC)C. Product: [C:37]([O:29][CH2:28][C:25]1[CH:26]=[CH:27][C:22]([C:19]2[CH:18]=[CH:17][C:16]([N:13]3[CH2:14][CH2:15][CH:10]([CH2:9][C:5]4[N:4]=[C:3]([C:30]([NH:32][CH2:33][C:34]([OH:36])=[O:35])=[O:31])[C:2]([OH:1])=[C:7]([CH3:8])[N:6]=4)[CH2:11][CH2:12]3)=[CH:21][CH:20]=2)=[CH:23][CH:24]=1)(=[O:39])[CH3:38]. The catalyst class is: 599.